From a dataset of Reaction yield outcomes from USPTO patents with 853,638 reactions. Predict the reaction yield, written as a fraction of the theoretical maximum amount of product (1.0 means a 100% yield; for example, 0.34 means a 34% yield). The reactants are [CH:1]([CH:3]1[CH2:8][CH2:7][N:6]([C:9]([O:11][C:12]([CH3:15])([CH3:14])[CH3:13])=[O:10])[CH2:5][CH2:4]1)=O.CC(O)=O.[Br:20][C:21]1[CH:26]=[CH:25][C:24]([C@@H:27]2[CH2:29][C@H:28]2[NH2:30])=[CH:23][CH:22]=1.C(O[BH-](OC(=O)C)OC(=O)C)(=O)C.[Na+]. The catalyst is ClCCCl. The product is [Br:20][C:21]1[CH:22]=[CH:23][C:24]([C@@H:27]2[CH2:29][C@H:28]2[NH:30][CH2:1][CH:3]2[CH2:8][CH2:7][N:6]([C:9]([O:11][C:12]([CH3:15])([CH3:14])[CH3:13])=[O:10])[CH2:5][CH2:4]2)=[CH:25][CH:26]=1. The yield is 0.544.